This data is from Forward reaction prediction with 1.9M reactions from USPTO patents (1976-2016). The task is: Predict the product of the given reaction. (1) The product is: [F:1][C:2]1[CH:7]=[CH:6][C:5]([S:8]([C:11]([C:12]2[CH:17]=[CH:16][C:15]([I:18])=[CH:14][CH:13]=2)=[CH2:19])(=[O:10])=[O:9])=[CH:4][CH:3]=1. Given the reactants [F:1][C:2]1[CH:7]=[CH:6][C:5]([S:8]([CH2:11][C:12]2[CH:17]=[CH:16][C:15]([I:18])=[CH:14][CH:13]=2)(=[O:10])=[O:9])=[CH:4][CH:3]=1.[CH3:19]N(C)CN(C)C.C(OC(=O)C)(=O)C, predict the reaction product. (2) Given the reactants [Cl:1][C:2]1[CH:7]=[CH:6][C:5]([C:8]2[C:14]3[CH:15]=[C:16]([O:19][CH3:20])[CH:17]=[CH:18][C:13]=3[N:12]3[C:21]([CH3:24])=[N:22][N:23]=[C:11]3[C@H:10]([CH2:25][C:26](O)=[O:27])[N:9]=2)=[CH:4][CH:3]=1.CCN=C=NCCCN(C)C.[NH2:40][CH2:41][CH2:42][O:43][CH2:44][CH2:45][O:46][CH2:47][CH2:48][O:49][CH2:50][CH2:51][O:52][CH2:53][CH2:54][O:55][CH2:56][CH2:57][O:58][CH2:59][CH2:60][O:61][CH2:62][CH2:63][O:64][CH2:65][CH2:66][O:67][C:68]1[CH:69]=[CH:70][C:71]2[N:77]3[C:78]([CH3:81])=[N:79][N:80]=[C:76]3[C@H:75]([CH2:82][C:83]([NH:85][CH2:86][CH3:87])=[O:84])[N:74]=[C:73]([C:88]3[CH:93]=[CH:92][C:91]([Cl:94])=[CH:90][CH:89]=3)[C:72]=2[CH:95]=1, predict the reaction product. The product is: [Cl:94][C:91]1[CH:92]=[CH:93][C:88]([C:73]2[C:72]3[CH:95]=[C:68]([O:67][CH2:66][CH2:65][O:64][CH2:63][CH2:62][O:61][CH2:60][CH2:59][O:58][CH2:57][CH2:56][O:55][CH2:54][CH2:53][O:52][CH2:51][CH2:50][O:49][CH2:48][CH2:47][O:46][CH2:45][CH2:44][O:43][CH2:42][CH2:41][NH:40][C:26](=[O:27])[CH2:25][C@@H:10]4[N:9]=[C:8]([C:5]5[CH:6]=[CH:7][C:2]([Cl:1])=[CH:3][CH:4]=5)[C:14]5[CH:15]=[C:16]([O:19][CH3:20])[CH:17]=[CH:18][C:13]=5[N:12]5[C:21]([CH3:24])=[N:22][N:23]=[C:11]45)[CH:69]=[CH:70][C:71]=3[N:77]3[C:78]([CH3:81])=[N:79][N:80]=[C:76]3[C@H:75]([CH2:82][C:83]([NH:85][CH2:86][CH3:87])=[O:84])[N:74]=2)=[CH:89][CH:90]=1. (3) Given the reactants F[C:2]1[N:7]=[CH:6][C:5]([O:8][C:9]2[CH:14]=[CH:13][C:12]([CH2:15][CH2:16][CH:17]([NH:19][C:20](=[O:22])[CH3:21])[CH3:18])=[CH:11][CH:10]=2)=[CH:4][CH:3]=1.[H-].[Na+].[CH:25]1([CH2:28][OH:29])[CH2:27][CH2:26]1.C(OCC)(=O)C, predict the reaction product. The product is: [CH:25]1([CH2:28][O:29][C:2]2[N:7]=[CH:6][C:5]([O:8][C:9]3[CH:14]=[CH:13][C:12]([CH2:15][CH2:16][CH:17]([NH:19][C:20](=[O:22])[CH3:21])[CH3:18])=[CH:11][CH:10]=3)=[CH:4][CH:3]=2)[CH2:27][CH2:26]1. (4) Given the reactants [CH:1]1([N:6]2[CH:11]=[C:10](B3OC(C)(C)C(C)(C)O3)[CH:9]=[CH:8][C:7]2=[O:21])[CH2:5][CH2:4][CH2:3][CH2:2]1.Br[C:23]1[N:24]=[C:25]([C:44]#[C:45][Si:46]([CH3:49])([CH3:48])[CH3:47])[C:26]([N:29]([C:37]([O:39][C:40]([CH3:43])([CH3:42])[CH3:41])=[O:38])[C:30](=[O:36])[O:31][C:32]([CH3:35])([CH3:34])[CH3:33])=[N:27][CH:28]=1.C(=O)([O-])[O-].[Na+].[Na+].C(OCC)(=O)C.CCCCCC, predict the reaction product. The product is: [C:32]([O:31][C:30]([N:29]([C:26]1[C:25]([C:44]#[C:45][Si:46]([CH3:49])([CH3:48])[CH3:47])=[N:24][C:23]([C:10]2[CH:9]=[CH:8][C:7](=[O:21])[N:6]([CH:1]3[CH2:2][CH2:3][CH2:4][CH2:5]3)[CH:11]=2)=[CH:28][N:27]=1)[C:37](=[O:38])[O:39][C:40]([CH3:43])([CH3:42])[CH3:41])=[O:36])([CH3:35])([CH3:33])[CH3:34]. (5) Given the reactants Br[C:2]1[C:3]([F:19])=[CH:4][C:5]([F:18])=[C:6]([C@:8]2([CH3:17])[C:13]([F:15])([F:14])[CH2:12][O:11][C:10]([NH2:16])=[N:9]2)[CH:7]=1.[N:20]1[CH:25]=[C:24](B(O)O)[CH:23]=[N:22][CH:21]=1, predict the reaction product. The product is: [F:18][C:5]1[CH:4]=[C:3]([F:19])[C:2]([C:24]2[CH:25]=[N:20][CH:21]=[N:22][CH:23]=2)=[CH:7][C:6]=1[C@:8]1([CH3:17])[C:13]([F:15])([F:14])[CH2:12][O:11][C:10]([NH2:16])=[N:9]1. (6) Given the reactants [Cl:1][C:2]1[CH:17]=[C:16]([NH:18][C:19]2[N:24]=[C:23]([O:25][C:26]3[CH:34]=[CH:33][CH:32]=[C:31]4[C:27]=3[C:28](=[O:36])[N:29]([CH3:35])[CH2:30]4)[C:22]([Cl:37])=[CH:21][N:20]=2)[C:15]([O:38][CH3:39])=[CH:14][C:3]=1[C:4]([O:6]CC1C=CC=CC=1)=[O:5], predict the reaction product. The product is: [Cl:1][C:2]1[CH:17]=[C:16]([NH:18][C:19]2[N:24]=[C:23]([O:25][C:26]3[CH:34]=[CH:33][CH:32]=[C:31]4[C:27]=3[C:28](=[O:36])[N:29]([CH3:35])[CH2:30]4)[C:22]([Cl:37])=[CH:21][N:20]=2)[C:15]([O:38][CH3:39])=[CH:14][C:3]=1[C:4]([OH:6])=[O:5].